Dataset: NCI-60 drug combinations with 297,098 pairs across 59 cell lines. Task: Regression. Given two drug SMILES strings and cell line genomic features, predict the synergy score measuring deviation from expected non-interaction effect. (1) Drug 1: C1=NC2=C(N=C(N=C2N1C3C(C(C(O3)CO)O)O)F)N. Drug 2: COC1=NC(=NC2=C1N=CN2C3C(C(C(O3)CO)O)O)N. Cell line: IGROV1. Synergy scores: CSS=-2.17, Synergy_ZIP=0.812, Synergy_Bliss=0.0766, Synergy_Loewe=-4.60, Synergy_HSA=-3.45. (2) Drug 1: CC1CCC2CC(C(=CC=CC=CC(CC(C(=O)C(C(C(=CC(C(=O)CC(OC(=O)C3CCCCN3C(=O)C(=O)C1(O2)O)C(C)CC4CCC(C(C4)OC)OCCO)C)C)O)OC)C)C)C)OC. Drug 2: C1CN(CCN1C(=O)CCBr)C(=O)CCBr. Cell line: MDA-MB-231. Synergy scores: CSS=17.5, Synergy_ZIP=-5.96, Synergy_Bliss=-1.13, Synergy_Loewe=-3.23, Synergy_HSA=2.13. (3) Drug 1: CNC(=O)C1=CC=CC=C1SC2=CC3=C(C=C2)C(=NN3)C=CC4=CC=CC=N4. Drug 2: C1=NNC2=C1C(=O)NC=N2. Cell line: MCF7. Synergy scores: CSS=7.29, Synergy_ZIP=-3.53, Synergy_Bliss=-1.09, Synergy_Loewe=-3.27, Synergy_HSA=-0.914. (4) Drug 1: CCN(CC)CCNC(=O)C1=C(NC(=C1C)C=C2C3=C(C=CC(=C3)F)NC2=O)C. Drug 2: N.N.Cl[Pt+2]Cl. Cell line: OVCAR-8. Synergy scores: CSS=19.3, Synergy_ZIP=-9.30, Synergy_Bliss=2.00, Synergy_Loewe=-2.04, Synergy_HSA=0.594.